Dataset: NCI-60 drug combinations with 297,098 pairs across 59 cell lines. Task: Regression. Given two drug SMILES strings and cell line genomic features, predict the synergy score measuring deviation from expected non-interaction effect. (1) Drug 1: CCCCCOC(=O)NC1=NC(=O)N(C=C1F)C2C(C(C(O2)C)O)O. Drug 2: C1CNP(=O)(OC1)N(CCCl)CCCl. Cell line: RPMI-8226. Synergy scores: CSS=12.3, Synergy_ZIP=-3.69, Synergy_Bliss=-0.138, Synergy_Loewe=-0.701, Synergy_HSA=-0.0739. (2) Drug 1: CC1=C2C(C(=O)C3(C(CC4C(C3C(C(C2(C)C)(CC1OC(=O)C(C(C5=CC=CC=C5)NC(=O)OC(C)(C)C)O)O)OC(=O)C6=CC=CC=C6)(CO4)OC(=O)C)OC)C)OC. Drug 2: CN1C2=C(C=C(C=C2)N(CCCl)CCCl)N=C1CCCC(=O)O.Cl. Cell line: HCC-2998. Synergy scores: CSS=70.3, Synergy_ZIP=16.9, Synergy_Bliss=16.8, Synergy_Loewe=-21.0, Synergy_HSA=16.9.